This data is from Catalyst prediction with 721,799 reactions and 888 catalyst types from USPTO. The task is: Predict which catalyst facilitates the given reaction. (1) The catalyst class is: 273. Product: [CH3:1][O:2][C:3]1([CH2:16][CH2:17][CH:18]([CH3:20])[CH3:19])[C:12]2[C:7](=[CH:8][CH:9]=[CH:10][CH:11]=2)[C:6](=[O:13])[CH2:5][C:4]1=[O:15]. Reactant: [CH3:1][O:2][C:3]1([CH2:16][CH2:17][CH:18]([CH3:20])[CH3:19])[C:12]2[C:7](=[CH:8][CH:9]=[CH:10][CH:11]=2)[C:6]([O:13]C)=[CH:5][C:4]1=[O:15]. (2) Reactant: [CH3:1][O:2][C@H:3]1[C@@H:9]2[O:10][CH2:11][C@H:12]([O:13]C(C3C=CC=CC=3)=O)[C@@H:8]2[O:7][C@@H:4]1[O:5][CH3:6].[OH-].[Na+]. Product: [CH3:1][O:2][C@H:3]1[C@@H:9]2[O:10][CH2:11][C@@H:12]([OH:13])[C@@H:8]2[O:7][C@@H:4]1[O:5][CH3:6]. The catalyst class is: 125. (3) Reactant: [CH3:1][N:2]1[CH2:7][CH2:6][CH:5]([N:8]2[CH2:13][CH2:12][NH:11][CH2:10][CH2:9]2)[CH2:4][CH2:3]1.[CH3:14][C:15]1[CH:20]=[C:19]([CH3:21])[CH:18]=[C:17]([CH3:22])[C:16]=1[S:23](Cl)(=[O:25])=[O:24].C(N(CC)C(C)C)(C)C. Product: [C:15]1([CH3:14])[CH:20]=[C:19]([CH3:21])[CH:18]=[C:17]([CH3:22])[C:16]=1[S:23]([N:11]1[CH2:12][CH2:13][N:8]([CH:5]2[CH2:4][CH2:3][N:2]([CH3:1])[CH2:7][CH2:6]2)[CH2:9][CH2:10]1)(=[O:24])=[O:25]. The catalyst class is: 2. (4) Reactant: [N+:1]([C:4]1[CH:9]=[CH:8][CH:7]=[CH:6][C:5]=1[NH:10][C:11]1[CH:18]=[CH:17][CH:16]=[CH:15][C:12]=1[C:13]#[N:14])([O-])=O.O.O.[Sn](Cl)[Cl:22].Cl. Product: [ClH:22].[CH:15]1[C:12]2[C:13]([NH2:14])=[N:1][C:4]3[CH:9]=[CH:8][CH:7]=[CH:6][C:5]=3[NH:10][C:11]=2[CH:18]=[CH:17][CH:16]=1. The catalyst class is: 8. (5) Reactant: C(N(CC)CC)C.[C:8](Cl)(=[O:12])[C:9]([CH3:11])=[CH2:10].[OH:14][CH:15]1[C:25]2=[C:26]3[C:21](=[CH:22][CH:23]=[CH:24]2)[CH:20]=[CH:19][CH:18]=[C:17]3[CH2:16]1. Product: [C:8]([O:14][CH:15]1[C:25]2=[C:26]3[C:21](=[CH:22][CH:23]=[CH:24]2)[CH:20]=[CH:19][CH:18]=[C:17]3[CH2:16]1)(=[O:12])[C:9]([CH3:11])=[CH2:10]. The catalyst class is: 11. (6) Reactant: [CH3:1][S:2][CH2:3][CH2:4][CH2:5][CH2:6][CH2:7][NH:8][C:9]1[C:18]2[C:13](=[CH:14][CH:15]=[CH:16][CH:17]=2)[N:12]=[CH:11][C:10]=1[NH:19][C:20](=O)[CH2:21][CH2:22][CH2:23][CH2:24][CH2:25][CH3:26].Cl.N1C=CC=CC=1. Product: [CH2:21]([C:20]1[N:8]([CH2:7][CH2:6][CH2:5][CH2:4][CH2:3][S:2][CH3:1])[C:9]2[C:18]3[CH:17]=[CH:16][CH:15]=[CH:14][C:13]=3[N:12]=[CH:11][C:10]=2[N:19]=1)[CH2:22][CH2:23][CH2:24][CH2:25][CH3:26]. The catalyst class is: 17. (7) Reactant: N#N.[CH3:3][C:4]1([CH2:9][CH2:10][CH2:11][CH2:12][C:13]([OH:15])=O)[O:8][CH2:7][CH2:6][O:5]1.CCN(CC)CC.ClC(OCC(C)C)=O.Cl.[CH3:32][O:33][C:34](=[O:39])[C@H:35]([CH2:37][OH:38])[NH2:36]. Product: [CH3:32][O:33][C:34](=[O:39])[CH:35]([NH:36][C:13](=[O:15])[CH2:12][CH2:11][CH2:10][CH2:9][C:4]1([CH3:3])[O:5][CH2:6][CH2:7][O:8]1)[CH2:37][OH:38]. The catalyst class is: 1.